Dataset: Forward reaction prediction with 1.9M reactions from USPTO patents (1976-2016). Task: Predict the product of the given reaction. (1) Given the reactants C([N:8]1[C@H:12]([CH3:13])[CH2:11][C@H:10]([CH2:14][N:15]2[C:23]3[C:18](=[CH:19][C:20]([C:24]4[CH:25]=[N:26][N:27]([CH:29]5[CH2:34][CH2:33][CH2:32][CH2:31][O:30]5)[CH:28]=4)=[CH:21][CH:22]=3)[CH:17]=[CH:16]2)[CH2:9]1)C1C=CC=CC=1.C([O-])=O.[NH4+].C(OCC)(=O)C, predict the reaction product. The product is: [CH3:13][C@H:12]1[NH:8][CH2:9][C@@H:10]([CH2:14][N:15]2[C:23]3[C:18](=[CH:19][C:20]([C:24]4[CH:25]=[N:26][N:27]([CH:29]5[CH2:34][CH2:33][CH2:32][CH2:31][O:30]5)[CH:28]=4)=[CH:21][CH:22]=3)[CH:17]=[CH:16]2)[CH2:11]1. (2) The product is: [C:35]([OH:42])(=[O:41])/[CH:36]=[CH:37]/[C:38]([OH:40])=[O:39].[C:35]([OH:42])(=[O:41])/[CH:36]=[CH:37]/[C:38]([OH:40])=[O:39].[CH3:1][N:2]([CH2:4][C:5]1[C:13]2[O:12][N:11]=[C:10]([CH2:14][CH2:15][CH:16]3[CH2:17][CH2:18][N:19]([CH2:22][C:23]4[CH:28]=[CH:27][CH:26]=[C:25]([CH3:29])[N:24]=4)[CH2:20][CH2:21]3)[C:9]=2[CH:8]=[CH:7][C:6]=1[O:30][CH2:31][CH:32]1[CH2:33][CH2:34]1)[CH3:3]. Given the reactants [CH3:1][N:2]([CH2:4][C:5]1[C:13]2[O:12][N:11]=[C:10]([CH2:14][CH2:15][CH:16]3[CH2:21][CH2:20][N:19]([CH2:22][C:23]4[CH:28]=[CH:27][CH:26]=[C:25]([CH3:29])[N:24]=4)[CH2:18][CH2:17]3)[C:9]=2[CH:8]=[CH:7][C:6]=1[O:30][CH2:31][CH:32]1[CH2:34][CH2:33]1)[CH3:3].[C:35]([OH:42])(=[O:41])/[CH:36]=[CH:37]/[C:38]([OH:40])=[O:39], predict the reaction product.